This data is from Reaction yield outcomes from USPTO patents with 853,638 reactions. The task is: Predict the reaction yield, written as a fraction of the theoretical maximum amount of product (1.0 means a 100% yield; for example, 0.34 means a 34% yield). (1) The yield is 0.590. The reactants are [CH3:1][O:2][C:3]1[CH:8]=[CH:7][C:6]([CH2:9][C:10](=[O:12])[CH3:11])=[CH:5][CH:4]=1.C(OC(=O)C)(=O)C.[N+:20]([O-])([OH:22])=[O:21]. No catalyst specified. The product is [CH3:1][O:2][C:3]1[CH:8]=[CH:7][C:6]([CH2:9][C:10](=[O:12])[CH3:11])=[CH:5][C:4]=1[N+:20]([O-:22])=[O:21]. (2) The reactants are [Br:1][C:2]1[C:7]([F:8])=[CH:6][C:5]([F:9])=[CH:4][C:3]=1[F:10].OS(O)(=O)=O.[N+:16]([O-])([OH:18])=[O:17]. No catalyst specified. The product is [Br:1][C:2]1[C:7]([F:8])=[CH:6][C:5]([F:9])=[C:4]([N+:16]([O-:18])=[O:17])[C:3]=1[F:10]. The yield is 0.990. (3) The reactants are [Cl:1][C:2]1[CH:7]=[CH:6][CH:5]=[C:4]([CH3:8])[C:3]=1[S:9]([N:12]([CH2:16][CH2:17][O:18][CH2:19][C:20]([O:22]C(C)(C)C)=[O:21])[CH:13]1[CH2:15][CH2:14]1)(=[O:11])=[O:10].FC(F)(F)C(O)=O. The catalyst is ClCCl. The product is [Cl:1][C:2]1[CH:7]=[CH:6][CH:5]=[C:4]([CH3:8])[C:3]=1[S:9]([N:12]([CH2:16][CH2:17][O:18][CH2:19][C:20]([OH:22])=[O:21])[CH:13]1[CH2:14][CH2:15]1)(=[O:10])=[O:11]. The yield is 1.00.